Dataset: Retrosynthesis with 50K atom-mapped reactions and 10 reaction types from USPTO. Task: Predict the reactants needed to synthesize the given product. (1) Given the product O=C1NC(=O)C(Cc2ccc(OCCC3OCCO3)cc2)S1, predict the reactants needed to synthesize it. The reactants are: BrCCC1OCCO1.O=C1NC(=O)C(Cc2ccc(O)cc2)S1. (2) Given the product COc1ccc(C2=NN(C3CCN(C(=O)[C@@H](Cc4ccccc4C(F)(F)F)NC(=O)c4c[nH]c5c(-c6c(OCC7CC7)ccc7c6OCO7)ncnc45)CC3)C(=O)[C@@H]3CCCC[C@H]23)cc1OC, predict the reactants needed to synthesize it. The reactants are: COc1ccc(C2=NN(C3CCN(C(=O)[C@H](N)Cc4ccccc4C(F)(F)F)CC3)C(=O)[C@@H]3CCCC[C@H]23)cc1OC.O=C(O)c1c[nH]c2c(-c3c(OCC4CC4)ccc4c3OCO4)ncnc12.